From a dataset of Forward reaction prediction with 1.9M reactions from USPTO patents (1976-2016). Predict the product of the given reaction. (1) The product is: [Cl:12][C:5]1[CH:4]=[C:3]([O:13][CH:14]([CH3:16])[CH3:15])[C:2]([NH:1][NH2:17])=[CH:11][C:6]=1[C:7]([O:9][CH3:10])=[O:8]. Given the reactants [NH2:1][C:2]1[C:3]([O:13][CH:14]([CH3:16])[CH3:15])=[CH:4][C:5]([Cl:12])=[C:6]([CH:11]=1)[C:7]([O:9][CH3:10])=[O:8].[N:17]([O-])=O.[Na+].[Sn](Cl)Cl, predict the reaction product. (2) Given the reactants [Br:1][C:2]1[CH:7]=[C:6]([F:8])[CH:5]=[CH:4][C:3]=1[OH:9].Br[CH2:11][CH:12]1[CH2:14][CH2:13]1, predict the reaction product. The product is: [Br:1][C:2]1[CH:7]=[C:6]([F:8])[CH:5]=[CH:4][C:3]=1[O:9][CH2:11][CH:12]1[CH2:14][CH2:13]1.